From a dataset of Full USPTO retrosynthesis dataset with 1.9M reactions from patents (1976-2016). Predict the reactants needed to synthesize the given product. (1) Given the product [NH2:40][CH:39]([C:48]([OH:50])=[O:49])[CH2:38][CH2:37][NH:36][S:35]([C:19]1[C:20]2[C:31]3=[C:32]4[C:23](=[CH:22][CH:21]=2)[C:24]([OH:34])=[CH:25][C:26]([OH:33])=[C:27]4[CH:28]=[CH:29][C:30]3=[C:17]([S:14](=[O:16])(=[O:15])[NH:13][CH2:12][CH2:11][CH:10]([C:53]([OH:55])=[O:54])[NH2:9])[CH:18]=1)(=[O:52])=[O:51], predict the reactants needed to synthesize it. The reactants are: Cl.C(OC([NH:9][CH:10]([C:53]([OH:55])=[O:54])[CH2:11][CH2:12][NH:13][S:14]([C:17]1[C:30]2[C:31]3=[C:32]4[C:27](=[CH:28][CH:29]=2)[C:26]([OH:33])=[CH:25][C:24]([OH:34])=[C:23]4[CH:22]=[CH:21][C:20]3=[C:19]([S:35](=[O:52])(=[O:51])[NH:36][CH2:37][CH2:38][CH:39]([C:48]([OH:50])=[O:49])[NH:40]C(OC(C)(C)C)=O)[CH:18]=1)(=[O:16])=[O:15])=O)(C)(C)C. (2) The reactants are: [BH4-].[Na+].[N:3]1([CH:9]2[CH2:14][CH2:13][N:12]([CH2:15][C:16]([C:18]3[CH:23]=[CH:22][C:21]([O:24][CH2:25][CH3:26])=[CH:20][CH:19]=3)=[O:17])[CH2:11][CH2:10]2)[CH2:8][CH2:7][CH2:6][CH2:5][CH2:4]1. Given the product [N:3]1([CH:9]2[CH2:14][CH2:13][N:12]([CH2:15][CH:16]([C:18]3[CH:23]=[CH:22][C:21]([O:24][CH2:25][CH3:26])=[CH:20][CH:19]=3)[OH:17])[CH2:11][CH2:10]2)[CH2:4][CH2:5][CH2:6][CH2:7][CH2:8]1, predict the reactants needed to synthesize it. (3) The reactants are: [NH2:1][C:2]1[CH:7]=[CH:6][C:5]([Br:8])=[CH:4][C:3]=1[CH:9]([NH:16][S:17]([C:19]([CH3:22])([CH3:21])[CH3:20])=[O:18])[C:10]1[CH:15]=[CH:14][CH:13]=[CH:12][CH:11]=1.[Li+].[CH3:24][Si]([N-][Si](C)(C)C)(C)C.CI.O. Given the product [NH2:1][C:2]1[CH:7]=[CH:6][C:5]([Br:8])=[CH:4][C:3]=1[CH:9]([N:16]([CH3:24])[S:17]([C:19]([CH3:22])([CH3:21])[CH3:20])=[O:18])[C:10]1[CH:15]=[CH:14][CH:13]=[CH:12][CH:11]=1, predict the reactants needed to synthesize it. (4) Given the product [F:25][C:26]1[CH:27]=[C:28]([CH2:32][CH2:33][NH:34][C:8](=[O:10])[CH:7]([C:2]2([CH3:1])[O:3][CH2:4][CH2:5][O:6]2)[CH2:11][CH3:12])[CH:29]=[CH:30][CH:31]=1, predict the reactants needed to synthesize it. The reactants are: [CH3:1][C:2]1([CH:7]([CH2:11][CH3:12])[C:8]([OH:10])=O)[O:6][CH2:5][CH2:4][O:3]1.C(Cl)(=O)C(Cl)=O.N1C=CC=CC=1.[F:25][C:26]1[CH:27]=[C:28]([CH2:32][CH2:33][NH2:34])[CH:29]=[CH:30][CH:31]=1. (5) The reactants are: [C:1]([O:5][C:6]([N:8]([CH2:26][C:27]([O:29][C:30]([CH3:33])([CH3:32])[CH3:31])=[O:28])[C:9]1[CH:14]=[CH:13][CH:12]=[C:11]([CH2:15][NH:16][S:17]([C:20]2[CH:25]=[CH:24][CH:23]=[CH:22][N:21]=2)(=[O:19])=[O:18])[N:10]=1)=[O:7])([CH3:4])([CH3:3])[CH3:2].[F:34][C:35]1[CH:36]=[C:37]([CH:40]=[CH:41][C:42]=1[C:43]([CH3:49])([CH3:48])[CH2:44][CH2:45][CH2:46][CH3:47])[CH2:38]O.C(P(CCCC)CCCC)CCC.CN(C)C(N=NC(N(C)C)=O)=O. Given the product [C:1]([O:5][C:6]([N:8]([CH2:26][C:27]([O:29][C:30]([CH3:33])([CH3:32])[CH3:31])=[O:28])[C:9]1[CH:14]=[CH:13][CH:12]=[C:11]([CH:15]([CH2:38][C:37]2[CH:40]=[CH:41][C:42]([C:43]([CH3:49])([CH3:48])[CH2:44][CH2:45][CH2:46][CH3:47])=[C:35]([F:34])[CH:36]=2)[NH:16][S:17]([C:20]2[CH:25]=[CH:24][CH:23]=[CH:22][N:21]=2)(=[O:19])=[O:18])[N:10]=1)=[O:7])([CH3:4])([CH3:3])[CH3:2], predict the reactants needed to synthesize it.